The task is: Predict the reactants needed to synthesize the given product.. This data is from Full USPTO retrosynthesis dataset with 1.9M reactions from patents (1976-2016). (1) Given the product [Cl:17][CH2:16][CH2:15][S:11][C:3]1[CH:4]=[C:5]([N+:8]([O-:10])=[O:9])[CH:6]=[CH:7][C:2]=1[NH2:1], predict the reactants needed to synthesize it. The reactants are: [NH2:1][C:2]1[CH:7]=[CH:6][C:5]([N+:8]([O-:10])=[O:9])=[CH:4][C:3]=1[SH:11].[OH-].[Na+].Br[CH2:15][CH2:16][Cl:17]. (2) Given the product [CH2:1]([O:5][C:6]([C:8]1[N:9]=[C:10]([Br:32])[C:11]2[C:16]([C:17]=1[OH:18])=[CH:15][C:14]([O:19][C:20]1[CH:21]=[CH:22][C:23]3[O:27][CH2:26][CH2:25][C:24]=3[CH:28]=1)=[CH:13][CH:12]=2)=[O:7])[CH2:2][CH2:3][CH3:4], predict the reactants needed to synthesize it. The reactants are: [CH2:1]([O:5][C:6]([C:8]1[NH:9][C:10](=O)[C:11]2[C:16]([C:17]=1[OH:18])=[CH:15][C:14]([O:19][C:20]1[CH:21]=[CH:22][C:23]3[O:27][CH2:26][CH2:25][C:24]=3[CH:28]=1)=[CH:13][CH:12]=2)=[O:7])[CH2:2][CH2:3][CH3:4].P(Br)(Br)([Br:32])=O. (3) The reactants are: [Cl:1][C:2]1[CH:3]=[CH:4][C:5]([C:24]#[N:25])=[C:6]([C:8]2[C:13]([C:14]([F:17])([F:16])[F:15])=[CH:12][N:11]([CH:18]([CH3:22])[C:19](O)=[O:20])[C:10](=[O:23])[CH:9]=2)[CH:7]=1.[NH2:26][C:27]1[CH:39]=[CH:38][C:30]([C:31]([O:33][C:34]([CH3:37])([CH3:36])[CH3:35])=[O:32])=[CH:29][CH:28]=1. Given the product [Cl:1][C:2]1[CH:3]=[CH:4][C:5]([C:24]#[N:25])=[C:6]([C:8]2[C:13]([C:14]([F:15])([F:17])[F:16])=[CH:12][N:11]([CH:18]([CH3:22])[C:19]([NH:26][C:27]3[CH:39]=[CH:38][C:30]([C:31]([O:33][C:34]([CH3:35])([CH3:36])[CH3:37])=[O:32])=[CH:29][CH:28]=3)=[O:20])[C:10](=[O:23])[CH:9]=2)[CH:7]=1, predict the reactants needed to synthesize it. (4) Given the product [CH2:1]([S:8][C:9]1[C:10]([CH3:16])=[C:11]([N:17]2[CH2:21][CH2:20][CH2:19][C:18]2=[O:22])[CH:12]=[CH:13][CH:14]=1)[C:2]1[CH:7]=[CH:6][CH:5]=[CH:4][CH:3]=1, predict the reactants needed to synthesize it. The reactants are: [CH2:1]([S:8][C:9]1[CH:14]=[CH:13][CH:12]=[C:11](Br)[C:10]=1[CH3:16])[C:2]1[CH:7]=[CH:6][CH:5]=[CH:4][CH:3]=1.[NH:17]1[CH2:21][CH2:20][CH2:19][C:18]1=[O:22]. (5) Given the product [CH2:1]([N:5]1[CH:10]=[C:9]([C:11]([OH:13])=[O:12])[C:8](=[O:16])[N:7]([C:17]2[CH:22]=[CH:21][CH:20]=[C:19]([C:23]([F:26])([F:24])[F:25])[CH:18]=2)[C:6]1=[O:27])[CH2:2][CH2:3][CH3:4], predict the reactants needed to synthesize it. The reactants are: [CH2:1]([N:5]1[CH:10]=[C:9]([C:11]([O:13]CC)=[O:12])[C:8](=[O:16])[N:7]([C:17]2[CH:22]=[CH:21][CH:20]=[C:19]([C:23]([F:26])([F:25])[F:24])[CH:18]=2)[C:6]1=[O:27])[CH2:2][CH2:3][CH3:4].[OH-].[Na+].O.